Dataset: Retrosynthesis with 50K atom-mapped reactions and 10 reaction types from USPTO. Task: Predict the reactants needed to synthesize the given product. (1) The reactants are: Cc1c(Cl)nnc(Cc2ccncc2)c1C.Nc1ccc(Cl)cc1. Given the product Cc1c(Cc2ccncc2)nnc(Nc2ccc(Cl)cc2)c1C, predict the reactants needed to synthesize it. (2) Given the product C=CCc1ccc2nonc2c1, predict the reactants needed to synthesize it. The reactants are: Brc1ccc2nonc2c1.CCOC(C)=O. (3) Given the product CCCCc1oc2ccccc2c1-c1ncc(-c2ccc3c(Br)c(OCc4nnn[nH]4)ccc3c2)o1, predict the reactants needed to synthesize it. The reactants are: CCCCc1oc2ccccc2c1-c1ncc(-c2ccc3c(Br)c(OCC#N)ccc3c2)o1.[N-]=[N+]=[N-]. (4) The reactants are: O=C(O)c1cc(Cl)c(I)c(Cl)c1. Given the product OCc1cc(Cl)c(I)c(Cl)c1, predict the reactants needed to synthesize it. (5) Given the product C=CC(O)CNC(=O)OC(C)(C)C, predict the reactants needed to synthesize it. The reactants are: C=C[Mg+].CC(C)(C)OC(=O)NCC=O. (6) Given the product CC(C)(C)C(c1ccc(OCc2ccccn2)cc1)c1ccc(C(=O)NC2CCN(CCF)CC2)cc1, predict the reactants needed to synthesize it. The reactants are: CC(C)(C)C(c1ccc(OCc2ccccn2)cc1)c1ccc(C(=O)NC2CCNCC2)cc1.FCCBr. (7) Given the product CC(C)N1CCN[C@H](C)C1, predict the reactants needed to synthesize it. The reactants are: CC(C)N1CCN(C(=O)OC(C)(C)C)[C@H](C)C1. (8) Given the product C=CCC(NC(=O)OC(C)(C)C)C(=O)N(C)OC, predict the reactants needed to synthesize it. The reactants are: C=CC[C@H](NC(=O)OC(C)(C)C)C(=O)O.CNOC.